Dataset: Forward reaction prediction with 1.9M reactions from USPTO patents (1976-2016). Task: Predict the product of the given reaction. (1) Given the reactants C(=O)([O-])[O-].[Na+].[Na+].[F:7][C:8]1[CH:13]=[CH:12][C:11](B(O)O)=[CH:10][CH:9]=1.Br[C:18]1[S:19][CH:20]=[CH:21][CH:22]=1, predict the reaction product. The product is: [F:7][C:8]1[CH:13]=[CH:12][C:11]([C:18]2[S:19][CH:20]=[CH:21][CH:22]=2)=[CH:10][CH:9]=1. (2) Given the reactants [C:1]([NH:5][C:6]([C:8]1([CH3:22])[CH2:17][CH2:16][C:15]2[C:10](=[C:11]([CH3:21])[C:12]([CH3:20])=[C:13]([OH:19])[C:14]=2[CH3:18])[O:9]1)=[O:7])([CH3:4])([CH3:3])[CH3:2].[O:23]=[N+]([O-])[O-].[O-][N+](=O)[O-].[O-][N+](=O)[O-].[O-][N+](=O)[O-].[O-][N+](=O)[O-].[O-][N+](=O)[O-].[Ce+4].[NH4+].[NH4+], predict the reaction product. The product is: [C:1]([NH:5][C:6](=[O:7])[C:8]([OH:23])([CH3:22])[CH2:17][CH2:16][C:15]1[C:10](=[O:9])[C:11]([CH3:21])=[C:12]([CH3:20])[C:13](=[O:19])[C:14]=1[CH3:18])([CH3:4])([CH3:3])[CH3:2]. (3) Given the reactants [NH2:1][C:2]1[CH:3]=[C:4]([N:10]2[CH2:15][CH2:14][N:13]([C:16](=[O:18])[CH3:17])[CH2:12][CH2:11]2)[CH:5]=[C:6]([CH3:9])[C:7]=1[NH2:8].[I:19][C:20]1[CH:25]=[CH:24][N:23]=[C:22]([O:26][CH3:27])[C:21]=1[CH:28]=O, predict the reaction product. The product is: [I:19][C:20]1[CH:25]=[CH:24][N:23]=[C:22]([O:26][CH3:27])[C:21]=1[C:28]1[NH:1][C:2]2[CH:3]=[C:4]([N:10]3[CH2:11][CH2:12][N:13]([C:16](=[O:18])[CH3:17])[CH2:14][CH2:15]3)[CH:5]=[C:6]([CH3:9])[C:7]=2[N:8]=1. (4) The product is: [Br:1][C:2]1[CH:3]=[N:4][C:5]2[N:6]([N:8]=[C:9]([C:11]([N:28]3[CH2:27][CH2:26][N:25]4[C:21]([C:18]5[CH:19]=[N:20][C:15]([F:14])=[CH:16][CH:17]=5)=[N:22][N:23]=[C:24]4[CH2:29]3)=[O:13])[CH:10]=2)[CH:7]=1. Given the reactants [Br:1][C:2]1[CH:3]=[N:4][C:5]2[N:6]([N:8]=[C:9]([C:11]([OH:13])=O)[CH:10]=2)[CH:7]=1.[F:14][C:15]1[N:20]=[CH:19][C:18]([C:21]2[N:25]3[CH2:26][CH2:27][NH:28][CH2:29][C:24]3=[N:23][N:22]=2)=[CH:17][CH:16]=1, predict the reaction product. (5) Given the reactants [CH3:1][C:2]1[CH:7]=[CH:6][CH:5]=[C:4]([CH2:8][C:9]([F:14])([F:13])[CH:10]([F:12])[F:11])[CH:3]=1.[Br:15]N1C(=O)CCC1=O.N(C(C)(C)C#N)=NC(C)(C)C#N, predict the reaction product. The product is: [F:14][C:9]([F:13])([CH:10]([F:11])[F:12])[CH2:8][C:4]1[CH:3]=[C:2]([CH:7]=[CH:6][CH:5]=1)[CH2:1][Br:15]. (6) Given the reactants [CH3:1][C:2]1[NH:3][N:4]([C:8]2[CH:13]=[CH:12][CH:11]=[CH:10][CH:9]=2)[C:5](=[O:7])[CH:6]=1.[OH-].[Ca+2].[OH-].[C:17](CC(Cl)=O)([CH3:20])([CH3:19])[CH3:18], predict the reaction product. The product is: [C:17]([C:6]1[C:5](=[O:7])[N:4]([C:8]2[CH:13]=[CH:12][CH:11]=[CH:10][CH:9]=2)[NH:3][C:2]=1[CH3:1])([CH3:20])([CH3:19])[CH3:18]. (7) Given the reactants N1C2C(=CC=CC=2)C(C2CCC(=O)CC2)=C1.O1[C:21]2([CH2:26][CH2:25][CH:24]([C:27]3[C:35]4[C:30](=[CH:31][CH:32]=[CH:33][CH:34]=4)[NH:29][C:28]=3[CH3:36])[CH2:23][CH2:22]2)[O:20]CC1, predict the reaction product. The product is: [CH3:36][C:28]1[NH:29][C:30]2[C:35]([C:27]=1[CH:24]1[CH2:25][CH2:26][C:21](=[O:20])[CH2:22][CH2:23]1)=[CH:34][CH:33]=[CH:32][CH:31]=2. (8) Given the reactants [CH3:1][N:2]1[C:6]2[CH:7]=[CH:8][C:9]([C:11](O)=[O:12])=[CH:10][C:5]=2[N:4]=[C:3]1[NH:14][C:15]1[S:16][C:17]2[CH:23]=[C:22]([Cl:24])[CH:21]=[CH:20][C:18]=2[N:19]=1.CN.[CH3:27][N:28](C(ON1N=NC2C=CC=CC1=2)=[N+](C)C)C.F[P-](F)(F)(F)(F)F.CCN(C(C)C)C(C)C, predict the reaction product. The product is: [CH3:27][NH:28][C:11]([C:9]1[CH:8]=[CH:7][C:6]2[N:2]([CH3:1])[C:3]([NH:14][C:15]3[S:16][C:17]4[CH:23]=[C:22]([Cl:24])[CH:21]=[CH:20][C:18]=4[N:19]=3)=[N:4][C:5]=2[CH:10]=1)=[O:12]. (9) Given the reactants [CH3:1][CH2:2][C@@H:3]([C@H:5]([NH:62][C:63]([C@@H:65]([NH2:71])[CH2:66][CH2:67][CH2:68][CH2:69][NH2:70])=[O:64])[C:6]([NH:8][C@H:9]([C:17]([NH:19][CH2:20][C:21]([NH:23][C@H:24]([C:27]([NH:29][C@H:30]([C:35]([NH:37][C@H:38]([C:40]([NH:42][C@H:43]([C:51]([NH:53][C@H:54]([C:59]([OH:61])=[O:60])[CH2:55][CH:56]([CH3:58])[CH3:57])=[O:52])[CH2:44][C:45]1[CH:46]=[CH:47][CH:48]=[CH:49][CH:50]=1)=[O:41])[CH3:39])=[O:36])[CH2:31][CH:32]([CH3:34])[CH3:33])=[O:28])[CH2:25][OH:26])=[O:22])=[O:18])[CH2:10][C:11]1[CH:12]=[CH:13][CH:14]=[CH:15][CH:16]=1)=[O:7])[CH3:4].[C:72]([OH:75])(=[O:74])[CH3:73], predict the reaction product. The product is: [CH3:1][CH2:2][C@@H:3]([C@H:5]([NH:62][C:63]([C@@H:65]([NH2:71])[CH2:66][CH2:67][CH2:68][CH2:69][NH2:70])=[O:64])[C:6]([NH:8][C@H:9]([C:17]([NH:19][CH2:20][C:21]([NH:23][C@H:24]([C:27]([NH:29][C@H:30]([C:35]([NH:37][C@H:38]([C:40]([NH:42][C@H:43]([C:51]([NH:53][C@H:54]([C:59]([OH:61])=[O:60])[CH2:55][CH:56]([CH3:57])[CH3:58])=[O:52])[CH2:44][C:45]1[CH:46]=[CH:47][CH:48]=[CH:49][CH:50]=1)=[O:41])[CH3:39])=[O:36])[CH2:31][CH:32]([CH3:34])[CH3:33])=[O:28])[CH2:25][OH:26])=[O:22])=[O:18])[CH2:10][C:11]1[CH:16]=[CH:15][CH:14]=[CH:13][CH:12]=1)=[O:7])[CH3:4].[C:72]([O-:75])(=[O:74])[CH3:73]. (10) The product is: [CH3:1][O:2][C:3](=[O:11])[CH2:4][CH:5]([OH:10])[CH2:6][CH2:7][CH2:8][Cl:9]. Given the reactants [CH3:1][O:2][C:3](=[O:11])[CH2:4][C:5](=[O:10])[CH2:6][CH2:7][CH2:8][Cl:9].[H][H], predict the reaction product.